From a dataset of NCI-60 drug combinations with 297,098 pairs across 59 cell lines. Regression. Given two drug SMILES strings and cell line genomic features, predict the synergy score measuring deviation from expected non-interaction effect. Drug 1: C1=CC(=CC=C1CCCC(=O)O)N(CCCl)CCCl. Drug 2: CCCCCOC(=O)NC1=NC(=O)N(C=C1F)C2C(C(C(O2)C)O)O. Cell line: U251. Synergy scores: CSS=17.8, Synergy_ZIP=-13.5, Synergy_Bliss=-13.5, Synergy_Loewe=-26.3, Synergy_HSA=-12.2.